This data is from Full USPTO retrosynthesis dataset with 1.9M reactions from patents (1976-2016). The task is: Predict the reactants needed to synthesize the given product. (1) Given the product [F:30][CH:17]([F:16])[C@H:18]([C:20]1[CH:21]=[C:22]([S:26]([NH:1][C:2]2[CH:3]=[CH:4][C:5]([C@@H:8]3[CH2:12][CH2:11][N:10]([CH2:13][CH2:14][CH3:15])[CH2:9]3)=[CH:6][CH:7]=2)(=[O:28])=[O:27])[CH:23]=[CH:24][CH:25]=1)[CH3:19], predict the reactants needed to synthesize it. The reactants are: [NH2:1][C:2]1[CH:7]=[CH:6][C:5]([C@@H:8]2[CH2:12][CH2:11][N:10]([CH2:13][CH2:14][CH3:15])[CH2:9]2)=[CH:4][CH:3]=1.[F:16][CH:17]([F:30])[C@H:18]([C:20]1[CH:21]=[C:22]([S:26](Cl)(=[O:28])=[O:27])[CH:23]=[CH:24][CH:25]=1)[CH3:19]. (2) Given the product [NH2:19][C:17]1[N:18]=[C:14]2[N:15]([C:6]([CH2:5][C:4]3[CH:23]=[CH:24][C:25]([OH:27])=[CH:26][C:3]=3[OH:2])=[N:7][C:8]3[CH:9]=[CH:10][CH:11]=[CH:12][C:13]=32)[N:16]=1, predict the reactants needed to synthesize it. The reactants are: C[O:2][C:3]1[CH:26]=[C:25]([O:27]C)[CH:24]=[CH:23][C:4]=1[CH2:5][C:6]1[N:15]2[N:16]=[C:17]([NH2:19])[N:18]=[C:14]2[C:13]2[CH:12]=[CH:11][C:10]([N+]([O-])=O)=[CH:9][C:8]=2[N:7]=1.COC1C=C(C=C(OC)C=1)CC1N2N=C(N)N=C2C2C=CC=CC=2N=1. (3) Given the product [Cl:1][C:2]1[CH:7]=[CH:6][CH:5]=[C:4]([F:8])[C:3]=1[NH:9][C:10]1[NH:11][C:12]2[C:18]3[CH2:19][C:20]([CH3:23])([CH3:22])[O:21][C:17]=3[C:16]([C:24]([NH:36][C:35]3[CH:37]=[CH:38][C:32]([F:31])=[CH:33][C:34]=3[C:39]([F:42])([F:40])[F:41])=[O:26])=[CH:15][C:13]=2[N:14]=1, predict the reactants needed to synthesize it. The reactants are: [Cl:1][C:2]1[CH:7]=[CH:6][CH:5]=[C:4]([F:8])[C:3]=1[NH:9][C:10]1[NH:11][C:12]2[C:18]3[CH2:19][C:20]([CH3:23])([CH3:22])[O:21][C:17]=3[C:16]([C:24]([OH:26])=O)=[CH:15][C:13]=2[N:14]=1.S(Cl)(Cl)=O.[F:31][C:32]1[CH:38]=[CH:37][C:35]([NH2:36])=[C:34]([C:39]([F:42])([F:41])[F:40])[CH:33]=1.CCN(C(C)C)C(C)C. (4) Given the product [ClH:1].[F:20][C:17]1[CH:18]=[CH:19][C:14]([CH2:13][N:8]2[C:7]3=[C:2]([NH:27][CH2:26][C:25]4[CH:28]=[CH:29][C:22]([CH3:21])=[CH:23][CH:24]=4)[N:3]=[CH:4][CH:5]=[C:6]3[C:10]([CH3:11])=[C:9]2[CH3:12])=[CH:15][CH:16]=1, predict the reactants needed to synthesize it. The reactants are: [Cl:1][C:2]1[N:3]=[CH:4][CH:5]=[C:6]2[C:10]([CH3:11])=[C:9]([CH3:12])[N:8]([CH2:13][C:14]3[CH:19]=[CH:18][C:17]([F:20])=[CH:16][CH:15]=3)[C:7]=12.[CH3:21][C:22]1[CH:29]=[CH:28][C:25]([CH2:26][NH2:27])=[CH:24][CH:23]=1. (5) Given the product [C:1]([O:5][C:6](=[O:16])[CH:7]([C:8]1[CH:9]=[CH:19][CH:17]=[CH:18][CH:10]=1)[CH2:11][S:12][C:13](=[O:15])[CH3:14])([CH3:3])([CH3:4])[CH3:2], predict the reactants needed to synthesize it. The reactants are: [C:1]([O:5][C:6](=[O:16])[CH:7]([CH2:11][S:12][C:13](=[O:15])[CH3:14])[CH:8]([CH3:10])[CH3:9])([CH3:4])([CH3:3])[CH3:2].[C:17](OC(=O)C(C1C=CC=CC=1)CBr)(C)([CH3:19])[CH3:18]. (6) Given the product [F:10][C:11]1[CH:12]=[C:13]([OH:18])[CH:14]=[CH:15][C:16]=1[C:1]1[CH:6]=[CH:5][CH:4]=[CH:3][CH:2]=1, predict the reactants needed to synthesize it. The reactants are: [C:1]1(B(O)O)[CH:6]=[CH:5][CH:4]=[CH:3][CH:2]=1.[F:10][C:11]1[CH:12]=[C:13]([OH:18])[CH:14]=[CH:15][C:16]=1I.C(=O)([O-])[O-].[Cs+].[Cs+].O1CCOCC1.